Task: Predict the product of the given reaction.. Dataset: Forward reaction prediction with 1.9M reactions from USPTO patents (1976-2016) (1) Given the reactants C[Si](C)(C)N[Si](C)(C)C.[Li].[CH3:11][C:12]1[N:13]=[C:14]([NH:17][C:18](=[O:41])[CH2:19][C:20]2[CH:25]=[CH:24][C:23]([O:26][C:27]3[C:36]4[C:31](=[CH:32][C:33]([O:39][CH3:40])=[C:34]([O:37][CH3:38])[CH:35]=4)[N:30]=[CH:29][CH:28]=3)=[CH:22][CH:21]=2)[S:15][CH:16]=1.S(OC)(O[CH3:46])(=O)=O, predict the reaction product. The product is: [CH3:46][N:17]([C:14]1[S:15][CH:16]=[C:12]([CH3:11])[N:13]=1)[C:18](=[O:41])[CH2:19][C:20]1[CH:25]=[CH:24][C:23]([O:26][C:27]2[C:36]3[C:31](=[CH:32][C:33]([O:39][CH3:40])=[C:34]([O:37][CH3:38])[CH:35]=3)[N:30]=[CH:29][CH:28]=2)=[CH:22][CH:21]=1. (2) Given the reactants [Br:1][C:2]1[CH:3]=[C:4]([N+:9]([O-])=O)[CH:5]=[CH:6][C:7]=1F.C(=O)([O-])[O-].[K+].[K+].[CH:18]([OH:21])([CH3:20])[CH3:19], predict the reaction product. The product is: [Br:1][C:2]1[CH:3]=[C:4]([NH2:9])[CH:5]=[CH:6][C:7]=1[O:21][CH:18]([CH3:20])[CH3:19]. (3) The product is: [CH3:37][C:38]1[N:30]([CH2:29][C:26]2[CH:25]=[CH:24][C:23]([C:18]3[C:17]([C:15]([OH:14])=[O:16])=[CH:22][CH:21]=[CH:20][CH:19]=3)=[CH:28][CH:27]=2)[C:31]2[C:43]([C:33]=1[CH3:34])=[CH:18][C:17]([C:15](=[O:14])[NH:7][CH2:6][C:5]1[CH:8]=[CH:9][C:2]([CH3:1])=[CH:3][CH:4]=1)=[CH:42][CH:32]=2. Given the reactants [CH3:1][C:2]1[CH:9]=[CH:8][C:5]([CH2:6][NH2:7])=[CH:4][CH:3]=1.C([O:14][C:15]([C:17]1[CH:22]=[CH:21][CH:20]=[CH:19][C:18]=1[C:23]1[CH:28]=[CH:27][C:26]([CH2:29][N:30]2[C:38]3[C:33](=[CH:34]C(C(O)=O)=C[CH:37]=3)[C:32]([CH3:42])=[C:31]2[CH3:43])=[CH:25][CH:24]=1)=[O:16])(C)(C)C, predict the reaction product. (4) Given the reactants C(N(CC)CC)C.[CH3:8][C:9]1[CH:17]=[C:16]([CH3:18])[CH:15]=[C:14]([CH3:19])[C:10]=1[C:11](Cl)=[O:12].[CH2:20]([O:27][C:28]1[C:29]([CH3:37])=[C:30]([CH3:36])[C:31]([NH2:35])=[N:32][C:33]=1[CH3:34])[C:21]1[CH:26]=[CH:25][CH:24]=[CH:23][CH:22]=1, predict the reaction product. The product is: [CH2:20]([O:27][C:28]1[C:29]([CH3:37])=[C:30]([CH3:36])[C:31]([NH:35][C:11](=[O:12])[C:10]2[C:9]([CH3:8])=[CH:17][C:16]([CH3:18])=[CH:15][C:14]=2[CH3:19])=[N:32][C:33]=1[CH3:34])[C:21]1[CH:22]=[CH:23][CH:24]=[CH:25][CH:26]=1. (5) Given the reactants [C:1]1([CH:7]([C:24]2[CH:29]=[CH:28][CH:27]=[CH:26][CH:25]=2)[N:8]2[CH2:13][CH2:12][C:11]([C:16]3[CH:21]=[CH:20][CH:19]=[C:18]([O:22][CH3:23])[CH:17]=3)([C:14]#[N:15])[CH2:10][CH2:9]2)[CH:6]=[CH:5][CH:4]=[CH:3][CH:2]=1.[OH-:30].[K+].O.Cl, predict the reaction product. The product is: [C:24]1([CH:7]([C:1]2[CH:2]=[CH:3][CH:4]=[CH:5][CH:6]=2)[N:8]2[CH2:9][CH2:10][C:11]([C:16]3[CH:21]=[CH:20][CH:19]=[C:18]([O:22][CH3:23])[CH:17]=3)([C:14]([NH2:15])=[O:30])[CH2:12][CH2:13]2)[CH:25]=[CH:26][CH:27]=[CH:28][CH:29]=1. (6) Given the reactants [OH:1][C:2]1[C:3]([O:27][CH3:28])=[C:4]2[C:9]([NH:10][C:11]3[CH:16]=[CH:15][C:14]([O:17][C:18]4[CH:23]=[CH:22][CH:21]=[CH:20][CH:19]=4)=[CH:13][CH:12]=3)=[C:8]([C:24]#[N:25])[CH:7]=[N:6][N:5]2[CH:26]=1.S(OC)(O[CH3:33])(=O)=O.C([O-])([O-])=O.[K+].[K+].C(Cl)Cl, predict the reaction product. The product is: [CH3:28][O:27][C:3]1[C:2]([O:1][CH3:33])=[CH:26][N:5]2[C:4]=1[C:9]([NH:10][C:11]1[CH:12]=[CH:13][C:14]([O:17][C:18]3[CH:23]=[CH:22][CH:21]=[CH:20][CH:19]=3)=[CH:15][CH:16]=1)=[C:8]([C:24]#[N:25])[CH:7]=[N:6]2. (7) Given the reactants [CH:1]([N:4]([CH:18]([CH3:20])[CH3:19])[C:5]([N:7]1[C:11]2[CH:12]=[C:13]([CH3:17])[C:14]([CH3:16])=[CH:15][C:10]=2[N:9]=[CH:8]1)=[O:6])([CH3:3])[CH3:2].[Li]CCCC.Cl[P:27]([C:34]1[CH:39]=[CH:38][CH:37]=[CH:36][CH:35]=1)[C:28]1[CH:33]=[CH:32][CH:31]=[CH:30][CH:29]=1, predict the reaction product. The product is: [C:34]1([P:27]([C:28]2[CH:29]=[CH:30][CH:31]=[CH:32][CH:33]=2)[C:8]2[N:7]([C:5]([N:4]([CH:1]([CH3:3])[CH3:2])[CH:18]([CH3:20])[CH3:19])=[O:6])[C:11]3[CH:12]=[C:13]([CH3:17])[C:14]([CH3:16])=[CH:15][C:10]=3[N:9]=2)[CH:35]=[CH:36][CH:37]=[CH:38][CH:39]=1.